From a dataset of Forward reaction prediction with 1.9M reactions from USPTO patents (1976-2016). Predict the product of the given reaction. Given the reactants [Br:1][C:2]1[CH:11]=[C:10]2[C:5]([CH2:6][CH2:7][CH2:8][C:9]2=[O:12])=[CH:4][CH:3]=1.Cl.[NH2:14]O.[Na], predict the reaction product. The product is: [Br:1][C:2]1[CH:3]=[CH:4][C:5]2[CH2:6][CH2:7][CH2:8][C:9](=[O:12])[NH:14][C:10]=2[CH:11]=1.